The task is: Predict the product of the given reaction.. This data is from Forward reaction prediction with 1.9M reactions from USPTO patents (1976-2016). (1) Given the reactants [CH2:1]([C@H:8]([NH:39]C(=O)OC(C)(C)C)[CH2:9][C@H:10]([OH:38])[C@@H:11]([NH:25][C:26](=[O:37])[C@@H:27]([NH:32][C:33]([O:35][CH3:36])=[O:34])[C:28]([CH3:31])([CH3:30])[CH3:29])[CH2:12][C:13]1[CH:18]=[CH:17][C:16]([C:19]2[CH:24]=[CH:23][CH:22]=[CH:21][N:20]=2)=[CH:15][CH:14]=1)[C:2]1[CH:7]=[CH:6][CH:5]=[CH:4][CH:3]=1.FC(F)(F)C(O)=O, predict the reaction product. The product is: [NH2:39][C@@H:8]([CH2:1][C:2]1[CH:3]=[CH:4][CH:5]=[CH:6][CH:7]=1)[CH2:9][C@H:10]([OH:38])[C@@H:11]([NH:25][C:26]([C@@H:27]([NH:32][C:33](=[O:34])[O:35][CH3:36])[C:28]([CH3:30])([CH3:31])[CH3:29])=[O:37])[CH2:12][C:13]1[CH:18]=[CH:17][C:16]([C:19]2[CH:24]=[CH:23][CH:22]=[CH:21][N:20]=2)=[CH:15][CH:14]=1. (2) Given the reactants [CH:1]([C:4]1[CH:5]=[C:6]([CH:9]=[C:10]([CH:14]([CH3:16])[CH3:15])[C:11]=1[O:12][CH3:13])[CH:7]=O)([CH3:3])[CH3:2].[NH2:17][C:18]1[CH:19]=[C:20]2[C:24](=[CH:25][CH:26]=1)[NH:23][C:22](=[O:27])[CH2:21]2, predict the reaction product. The product is: [NH2:17][C:18]1[CH:19]=[C:20]2[C:24](=[CH:25][CH:26]=1)[NH:23][C:22](=[O:27])[C:21]2=[CH:7][C:6]1[CH:5]=[C:4]([CH:1]([CH3:3])[CH3:2])[C:11]([O:12][CH3:13])=[C:10]([CH:14]([CH3:16])[CH3:15])[CH:9]=1. (3) Given the reactants [C:1]([C:4]1[N:5]=[C:6]2[C:12]3[CH:13]=[C:14]([C:18]#[C:19][C:20]([OH:26])([CH3:25])[C:21](OC)=[O:22])[C:15]([F:17])=[CH:16][C:11]=3[O:10][CH2:9][CH2:8][N:7]2[CH:27]=1)(=[O:3])[NH2:2].[CH:28]1([NH2:31])[CH2:30][CH2:29]1, predict the reaction product. The product is: [CH:28]1([NH:31][C:21](=[O:22])[C:20]([OH:26])([CH3:25])[C:19]#[C:18][C:14]2[C:15]([F:17])=[CH:16][C:11]3[O:10][CH2:9][CH2:8][N:7]4[CH:27]=[C:4]([C:1]([NH2:2])=[O:3])[N:5]=[C:6]4[C:12]=3[CH:13]=2)[CH2:30][CH2:29]1. (4) Given the reactants [CH3:1][O:2][C:3]([C:5]1[CH:10]=[C:9](Cl)[CH:8]=[CH:7][N:6]=1)=[O:4].[F:12][C:13]1[CH:18]=[C:17]([N+:19]([O-:21])=[O:20])[CH:16]=[CH:15][C:14]=1[OH:22].CO, predict the reaction product. The product is: [CH3:1][O:2][C:3]([C:5]1[CH:10]=[C:9]([O:22][C:14]2[CH:15]=[CH:16][C:17]([N+:19]([O-:21])=[O:20])=[CH:18][C:13]=2[F:12])[CH:8]=[CH:7][N:6]=1)=[O:4].